Dataset: Forward reaction prediction with 1.9M reactions from USPTO patents (1976-2016). Task: Predict the product of the given reaction. (1) Given the reactants [F:1][C:2]([F:34])([F:33])[CH2:3][NH:4][C:5]([NH:7][C:8]1[CH:9]=[C:10]([C:14]2[N:18]3[N:19]=[CH:20][C:21]([C:23]4[CH:24]=[N:25][N:26]([CH:28]([CH3:32])[C:29]([OH:31])=O)[CH:27]=4)=[CH:22][C:17]3=[N:16][CH:15]=2)[CH:11]=[CH:12][CH:13]=1)=[O:6].Cl.[CH3:36][O:37][CH:38]1[CH2:43][CH2:42][NH:41][CH2:40][CH2:39]1, predict the reaction product. The product is: [CH3:36][O:37][CH:38]1[CH2:43][CH2:42][N:41]([C:29](=[O:31])[CH:28]([N:26]2[CH:27]=[C:23]([C:21]3[CH:20]=[N:19][N:18]4[C:14]([C:10]5[CH:9]=[C:8]([NH:7][C:5]([NH:4][CH2:3][C:2]([F:33])([F:34])[F:1])=[O:6])[CH:13]=[CH:12][CH:11]=5)=[CH:15][N:16]=[C:17]4[CH:22]=3)[CH:24]=[N:25]2)[CH3:32])[CH2:40][CH2:39]1. (2) The product is: [CH3:10][O:11][C:2]1[C:3]([CH2:8][OH:9])=[N:4][CH:5]=[CH:6][CH:7]=1. Given the reactants F[C:2]1[C:3]([CH:8]=[O:9])=[N:4][CH:5]=[CH:6][CH:7]=1.[CH3:10][O-:11].[Na+].[BH4-].[Na+], predict the reaction product. (3) Given the reactants [C:1]([O:5][C:6]([NH:8][C@H:9]([C:14]([OH:16])=O)[CH2:10][CH:11]([CH3:13])[CH3:12])=[O:7])([CH3:4])([CH3:3])[CH3:2].[F:17][C:18]([F:35])([F:34])[C:19]1[CH:20]=[CH:21][C:22]([N:25]2[CH2:29][C@@H:28]3[C@@H:30]([NH2:33])[CH2:31][CH2:32][C@@H:27]3[CH2:26]2)=[N:23][CH:24]=1.[CH2:36](N1C[C@@H]2[C@@H](N)CC[C@@H]2C1)C1C=CC=CC=1, predict the reaction product. The product is: [CH3:36][C:11]([CH3:12])([CH3:13])[CH2:10][C@H:9]([NH:8][C:6](=[O:7])[O:5][C:1]([CH3:2])([CH3:3])[CH3:4])[C:14](=[O:16])[NH:33][C@@H:30]1[C@@H:28]2[C@@H:27]([CH2:26][N:25]([C:22]3[CH:21]=[CH:20][C:19]([C:18]([F:17])([F:34])[F:35])=[CH:24][N:23]=3)[CH2:29]2)[CH2:32][CH2:31]1. (4) Given the reactants [F:1][C:2]1[CH:3]=[C:4]([C:8]2[CH:9]=[C:10]([CH3:27])[C:11]([O:25][CH3:26])=[C:12]([CH2:14][NH:15][C:16]3[C:17]([CH3:24])=[C:18]([OH:23])[CH:19]=[CH:20][C:21]=3[CH3:22])[CH:13]=2)[CH:5]=[CH:6][CH:7]=1.C([O-])([O-])=O.[Cs+].[Cs+].Br[CH2:35][C:36]([O:38][CH:39]([CH3:41])[CH3:40])=[O:37].O, predict the reaction product. The product is: [F:1][C:2]1[CH:3]=[C:4]([C:8]2[CH:9]=[C:10]([CH3:27])[C:11]([O:25][CH3:26])=[C:12]([CH2:14][NH:15][C:16]3[C:17]([CH3:24])=[C:18]([CH:19]=[CH:20][C:21]=3[CH3:22])[O:23][CH2:35][C:36]([O:38][CH:39]([CH3:41])[CH3:40])=[O:37])[CH:13]=2)[CH:5]=[CH:6][CH:7]=1. (5) Given the reactants Br[CH2:2][C:3]1[CH:8]=[C:7]([C:9]2[CH:10]=[N:11][C:12]([C:15]([F:18])([F:17])[F:16])=[N:13][CH:14]=2)[C:6]([CH:19]([F:21])[F:20])=[CH:5][N:4]=1.[NH3:22], predict the reaction product. The product is: [F:20][CH:19]([F:21])[C:6]1[C:7]([C:9]2[CH:10]=[N:11][C:12]([C:15]([F:18])([F:17])[F:16])=[N:13][CH:14]=2)=[CH:8][C:3]([CH2:2][NH2:22])=[N:4][CH:5]=1. (6) The product is: [Cl:19][C:5]1[C:6]([NH:8][C@@H:9]2[C@@H:14]3[CH2:15][C@@H:11]([CH:12]=[CH:13]3)[C@@H:10]2[C:16]([NH2:18])=[O:17])=[N:7][C:2]([NH:20][C:21]2[C:34]([O:35][CH3:36])=[CH:33][C:24]3[CH2:25][CH2:26][N:27]([CH2:30][CH2:31][OH:32])[CH2:28][CH2:29][C:23]=3[CH:22]=2)=[N:3][CH:4]=1. Given the reactants Cl[C:2]1[N:7]=[C:6]([NH:8][C@@H:9]2[C@@H:14]3[CH2:15][C@@H:11]([CH:12]=[CH:13]3)[C@@H:10]2[C:16]([NH2:18])=[O:17])[C:5]([Cl:19])=[CH:4][N:3]=1.[NH2:20][C:21]1[C:34]([O:35][CH3:36])=[CH:33][C:24]2[CH2:25][CH2:26][N:27]([CH2:30][CH2:31][OH:32])[CH2:28][CH2:29][C:23]=2[CH:22]=1, predict the reaction product. (7) Given the reactants C([O:3][C:4](=[O:39])[CH2:5][CH:6]1[CH2:11][CH2:10][N:9]([C:12](=[O:38])[CH2:13][N:14]2[CH2:20][CH:19]([C:21]3[CH:26]=[CH:25][CH:24]=[CH:23][C:22]=3[Cl:27])[C:18]3[CH:28]=[C:29]([Cl:32])[CH:30]=[CH:31][C:17]=3[CH:16]([CH2:33][CH:34]([CH3:36])[CH3:35])[C:15]2=[O:37])[CH2:8][CH2:7]1)C.[OH-].[Na+].Cl, predict the reaction product. The product is: [Cl:32][C:29]1[CH:30]=[CH:31][C:17]2[CH:16]([CH2:33][CH:34]([CH3:35])[CH3:36])[C:15](=[O:37])[N:14]([CH2:13][C:12]([N:9]3[CH2:8][CH2:7][CH:6]([CH2:5][C:4]([OH:39])=[O:3])[CH2:11][CH2:10]3)=[O:38])[CH2:20][CH:19]([C:21]3[CH:26]=[CH:25][CH:24]=[CH:23][C:22]=3[Cl:27])[C:18]=2[CH:28]=1.